From a dataset of Forward reaction prediction with 1.9M reactions from USPTO patents (1976-2016). Predict the product of the given reaction. (1) The product is: [OH:2][C:3]1[CH:4]=[C:5]([C:12]2[CH:17]=[CH:16][C:15]([C:18]([F:19])([F:20])[F:21])=[CH:14][CH:13]=2)[CH:6]=[CH:7][C:8]=1[N+:9]([O-:11])=[O:10]. Given the reactants C[O:2][C:3]1[CH:4]=[C:5]([C:12]2[CH:17]=[CH:16][C:15]([C:18]([F:21])([F:20])[F:19])=[CH:14][CH:13]=2)[CH:6]=[CH:7][C:8]=1[N+:9]([O-:11])=[O:10].[Cl-].[Li+].Cl, predict the reaction product. (2) Given the reactants [NH3:1].[O:2]=[C:3]1[CH2:7][C@H:6]([CH2:8][CH2:9][CH3:10])[CH2:5][N:4]1[C@@H:11]([CH2:16][CH3:17])[C:12](OC)=[O:13], predict the reaction product. The product is: [O:2]=[C:3]1[CH2:7][C@H:6]([CH2:8][CH2:9][CH3:10])[CH2:5][N:4]1[C@@H:11]([CH2:16][CH3:17])[C:12]([NH2:1])=[O:13]. (3) Given the reactants [Cl:1][C:2]1[CH:7]=[CH:6][CH:5]=[CH:4][C:3]=1[C:8]1[C:9]([OH:18])=[C:10]([CH:15]=CC)[CH:11]=[CH:12][C:13]=1[Cl:14].I([O-])(=O)(=O)=[O:20].[Na+], predict the reaction product. The product is: [Cl:1][C:2]1[CH:7]=[CH:6][CH:5]=[CH:4][C:3]=1[C:8]1[C:13]([Cl:14])=[CH:12][CH:11]=[C:10]([CH:15]=[O:20])[C:9]=1[OH:18]. (4) Given the reactants [CH3:1][N:2]1[C:6]([C:7]2[CH:19]=[N:18][C:17]3[C:16]4[CH:15]=[CH:14][C:13]([C:20]([O:22][CH3:23])=[O:21])=[CH:12][C:11]=4[NH:10][C:9]=3[CH:8]=2)=[C:5]([CH3:24])[N:4]=[N:3]1.[C:25]1([C@@H:31]([CH:33]2[CH2:38][CH2:37][O:36][CH2:35][CH2:34]2)O)[CH:30]=[CH:29][CH:28]=[CH:27][CH:26]=1, predict the reaction product. The product is: [CH3:1][N:2]1[C:6]([C:7]2[CH:19]=[N:18][C:17]3[C:16]4[CH:15]=[CH:14][C:13]([C:20]([O:22][CH3:23])=[O:21])=[CH:12][C:11]=4[N:10]([C@H:31]([C:25]4[CH:30]=[CH:29][CH:28]=[CH:27][CH:26]=4)[CH:33]4[CH2:34][CH2:35][O:36][CH2:37][CH2:38]4)[C:9]=3[CH:8]=2)=[C:5]([CH3:24])[N:4]=[N:3]1. (5) Given the reactants [C:1]([O:5][C:6]([NH:8][CH2:9][CH2:10][CH2:11][CH2:12][CH2:13][C:14]([OH:16])=O)=[O:7])([CH3:4])([CH3:3])[CH3:2].[CH3:17][C@H:18]1[CH2:23][CH2:22][C@H:21]([C:24]([N:26]([CH:41]2[CH2:46][CH2:45][NH:44][CH2:43][CH2:42]2)[C:27]2[CH:31]=[C:30]([C:32]#[C:33][CH:34]([CH3:36])[CH3:35])[S:29][C:28]=2[C:37]([O:39][CH3:40])=[O:38])=[O:25])[CH2:20][CH2:19]1.C(N(C(C)C)CC)(C)C.CN(C(ON1N=NC2C=CC=CC1=2)=[N+](C)C)C.F[P-](F)(F)(F)(F)F, predict the reaction product. The product is: [CH3:17][C@H:18]1[CH2:23][CH2:22][C@H:21]([C:24]([N:26]([CH:41]2[CH2:42][CH2:43][N:44]([C:14](=[O:16])[CH2:13][CH2:12][CH2:11][CH2:10][CH2:9][NH:8][C:6]([O:5][C:1]([CH3:2])([CH3:3])[CH3:4])=[O:7])[CH2:45][CH2:46]2)[C:27]2[CH:31]=[C:30]([C:32]#[C:33][CH:34]([CH3:35])[CH3:36])[S:29][C:28]=2[C:37]([O:39][CH3:40])=[O:38])=[O:25])[CH2:20][CH2:19]1. (6) Given the reactants [OH:1][C@@H:2]1[CH2:6][O:5][CH2:4][C@H:3]1[O:7][C:8]1[CH:19]=[CH:18][C:11]([CH:12]=[C:13]([C:16]#[N:17])[C:14]#[N:15])=[CH:10][CH:9]=1.[C:20]([CH2:22][C:23]([NH2:25])=[S:24])#[N:21].CN1CCOCC1, predict the reaction product. The product is: [NH2:17][C:16]1[C:13]([C:14]#[N:15])=[C:12]([C:11]2[CH:10]=[CH:9][C:8]([O:7][C@H:3]3[C@H:2]([OH:1])[CH2:6][O:5][CH2:4]3)=[CH:19][CH:18]=2)[C:22]([C:20]#[N:21])=[C:23]([SH:24])[N:25]=1. (7) Given the reactants O1CCCC1.[CH3:6][C:7]1[CH:12]=[CH:11][N:10]=[C:9]([O:13][CH2:14][C:15]2[CH:20]=[CH:19][C:18]([CH2:21][C:22](Cl)=[N:23][OH:24])=[CH:17][CH:16]=2)[CH:8]=1.[C:26]([C:28]1[C:29]([NH2:35])=[N:30][C:31]([NH2:34])=[CH:32][CH:33]=1)#[CH:27].C(N(CC)CC)C, predict the reaction product. The product is: [CH3:6][C:7]1[CH:12]=[CH:11][N:10]=[C:9]([O:13][CH2:14][C:15]2[CH:20]=[CH:19][C:18]([CH2:21][C:22]3[CH:27]=[C:26]([C:28]4[C:29]([NH2:35])=[N:30][C:31]([NH2:34])=[CH:32][CH:33]=4)[O:24][N:23]=3)=[CH:17][CH:16]=2)[CH:8]=1.